Task: Binary Classification. Given a miRNA mature sequence and a target amino acid sequence, predict their likelihood of interaction.. Dataset: Experimentally validated miRNA-target interactions with 360,000+ pairs, plus equal number of negative samples (1) The miRNA is hsa-miR-4418 with sequence CACUGCAGGACUCAGCAG. The protein sequence of the target gene is MSKNTVSSARFRKVDVDEYDENKFVDEEDGGDGQAGPDEGEVDSCLRQGNMTAALQAALKNPPINTKSQAVKDRAGSIVLKVLISFKANDIEKAVQSLDKNGVDLLMKYIYKGFESPSDNSSAMLLQWHEKALAAGGVGSIVRVLTARKTV. Result: 0 (no interaction). (2) The miRNA is hsa-miR-1256 with sequence AGGCAUUGACUUCUCACUAGCU. The protein sequence of the target gene is MPSLPHSHRVMLDSVTHSTFLPNASFCDPLMSWTDLFSNEEYYPAFEHQTACDSYWTSVHPEYWTKRHVWEWLQFCCDQYKLDTNCISFCNFNISGLQLCSMTQEEFVEAAGLCGEYLYFILQNIRTQGYSFFNDAEESKATIKDYADSNCLKTSGIKSQDCHSHSRTSLQSSHLWEFVRDLLLSPEENCGILEWEDREQGIFRVVKSEALAKMWGQRKKNDRMTYEKLSRALRYYYKTGILERVDRRLVYKFGKNAHGWQEDKL. Result: 1 (interaction). (3) The miRNA is hsa-miR-487b-5p with sequence GUGGUUAUCCCUGUCCUGUUCG. The protein sequence of the target gene is MHFEAEESKEVATDVFNSKNLAVQAQKKILGKMASKSIATTLIDDTSSEVLDELYRVTKEYTQNKKEAEKIIKNLIKTVIKLAILYRNNQFNQDELALMEKFKKKVHQLAMTVVSFHQVDFTFDRNVLSKLLNECREMLHQIIQRHLTTKSHGRVNNVFDHFSDCDFLAALYNPFGNYKPHLQKLCDGINKMLDEENI. Result: 0 (no interaction). (4) The miRNA is hsa-miR-7161-5p with sequence UAAAGACUGUAGAGGCAACUGGU. The protein sequence of the target gene is MKLVSITLMLLGSLAFLGADTAGPDTPSQFRKKWNKWALSRGKRELQASSSYPTGLADETTVPTQTLDPFLDEQNTTGPLQASNQSEAHIRVKRYRQSMNQGSRSNGCRFGTCTFQKLAHQIYQLTDKDKDGMAPRNKISPQGYGRRRRRSLLEVLRSRTVESSQEQTHTAPGPWAHISRLFRI. Result: 0 (no interaction). (5) The miRNA is hsa-miR-106b-5p with sequence UAAAGUGCUGACAGUGCAGAU. The protein sequence of the target gene is MAAVKDSCGKGEMATGNGRRLHLGIPEAVFVEDVDSFMKQPGNETADTVLKKLDEQYQKYKFMELNLAQKKRRLKGQIPEIKQTLEILKYMQKKKESTNSMETRFLLADNLYCKASVPPTDKVCLWLGANVMLEYDIDEAQALLEKNLSTATKNLDSLEEDLDFLRDQFTTTEVNMARVYNWDVKRRNKDDSTKNKA. Result: 0 (no interaction). (6) The miRNA is mmu-miR-124-3p with sequence UAAGGCACGCGGUGAAUGCC. The protein sequence of the target gene is MLGVVELLLLGTAWLAGPARGQNETEPIVLEGKCLVVCDSNPTSDPTGTALGISVRSGSAKVAFSAIRSTNHEPSEMSNRTMIIYFDQVLVNIGNNFDSERSTFIAPRKGIYSFNFHVVKVYNRQTIQVSLMLNGWPVISAFAGDQDVTREAASNGVLIQMEKGDRAYLKLERGNLMGGWKYSTFSGFLVFPL. Result: 1 (interaction).